Dataset: Reaction yield outcomes from USPTO patents with 853,638 reactions. Task: Predict the reaction yield, written as a fraction of the theoretical maximum amount of product (1.0 means a 100% yield; for example, 0.34 means a 34% yield). The reactants are [OH:1][C@H:2]1[C@H:7]([CH3:8])[CH2:6][CH2:5][C@@H:4]([NH:9][C:10]2[C:15]([C:16]#[N:17])=[CH:14][N:13]=[C:12](S(C)(=O)=O)[N:11]=2)[CH2:3]1.[CH3:22][CH:23]([NH2:25])[CH3:24].CCN(C(C)C)C(C)C. No catalyst specified. The product is [OH:1][C@H:2]1[C@H:7]([CH3:8])[CH2:6][CH2:5][C@@H:4]([NH:9][C:10]2[C:15]([C:16]#[N:17])=[CH:14][N:13]=[C:12]([NH:25][CH:23]([CH3:24])[CH3:22])[N:11]=2)[CH2:3]1. The yield is 0.920.